This data is from hERG potassium channel inhibition data for cardiac toxicity prediction from Karim et al.. The task is: Regression/Classification. Given a drug SMILES string, predict its toxicity properties. Task type varies by dataset: regression for continuous values (e.g., LD50, hERG inhibition percentage) or binary classification for toxic/non-toxic outcomes (e.g., AMES mutagenicity, cardiotoxicity, hepatotoxicity). Dataset: herg_karim. (1) The molecule is c1ccc(-c2cnc(Nc3cc(CN4CCCC4)ccn3)s2)cc1. The result is 1 (blocker). (2) The molecule is N#Cc1cnc(Nc2cc(N3CCCNCC3)ncn2)s1. The result is 1 (blocker). (3) The drug is Cc1ccc(-c2c(C)c(CNC3CCCC3)nn2-c2ncccc2Cl)cn1. The result is 0 (non-blocker). (4) The result is 1 (blocker). The drug is Cn1cc(-c2nnc(SCCCN3CC4CCN(c5ccc(C(F)(F)F)cc5)C4C3)n2C)cn1. (5) The compound is CCN(C(=O)Cc1ccc(S(C)(=O)=O)cc1)C1CCN(CC[C@@H](c2cccc(C(F)(F)F)c2)C2CCN(S(C)(=O)=O)CC2)CC1. The result is 1 (blocker). (6) The compound is CC(C)(C)NC(=O)c1c[nH]c2ncc(-c3ncn4c3CCCC4)nc12. The result is 1 (blocker).